The task is: Predict the reactants needed to synthesize the given product.. This data is from Full USPTO retrosynthesis dataset with 1.9M reactions from patents (1976-2016). (1) Given the product [CH3:18][C:19]1[N:23]=[CH:22][N:21]([C:2]2[N:3]=[CH:4][C:5]([C:8]([OH:10])=[O:9])=[N:6][CH:7]=2)[N:20]=1, predict the reactants needed to synthesize it. The reactants are: Cl[C:2]1[N:3]=[CH:4][C:5]([C:8]([O:10]C)=[O:9])=[N:6][CH:7]=1.C([O-])([O-])=O.[K+].[K+].[CH3:18][C:19]1[N:23]=[CH:22][NH:21][N:20]=1.Cl. (2) Given the product [Cl:1][C:2]1[CH:7]=[CH:6][C:5]([CH3:8])=[CH:4][C:3]=1[NH2:9], predict the reactants needed to synthesize it. The reactants are: [Cl:1][C:2]1[CH:7]=[CH:6][C:5]([CH3:8])=[CH:4][C:3]=1[N+:9]([O-])=O.Cl.C([O-])(O)=O.[Na+]. (3) Given the product [Br:1][C:2]1[CH:3]=[CH:4][C:5]([CH:8]([CH3:13])[C:9]([OH:11])=[O:10])=[CH:6][CH:7]=1, predict the reactants needed to synthesize it. The reactants are: [Br:1][C:2]1[CH:7]=[CH:6][C:5]([CH:8]([CH3:13])[C:9]([O:11]C)=[O:10])=[CH:4][CH:3]=1.Cl.